Task: Predict the product of the given reaction.. Dataset: Forward reaction prediction with 1.9M reactions from USPTO patents (1976-2016) (1) Given the reactants [NH2:1][C:2]1[CH:7]=[CH:6][CH:5]=[CH:4][C:3]=1[SH:8].[OH-].[Na+].Br[CH2:12][CH2:13][Cl:14], predict the reaction product. The product is: [Cl:14][CH2:13][CH2:12][S:8][C:3]1[CH:4]=[CH:5][CH:6]=[CH:7][C:2]=1[NH2:1]. (2) Given the reactants [CH3:1][C:2]1[CH:3]=[C:4]([C:17]2[CH:22]=[CH:21][CH:20]=[C:19]([CH:23]=[O:24])[CH:18]=2)[CH:5]=[C:6]([CH3:16])[C:7]=1[O:8][CH2:9][CH2:10][CH2:11][S:12]([CH3:15])(=[O:14])=[O:13].[BH4-].[Na+], predict the reaction product. The product is: [CH3:16][C:6]1[CH:5]=[C:4]([C:17]2[CH:22]=[CH:21][CH:20]=[C:19]([CH2:23][OH:24])[CH:18]=2)[CH:3]=[C:2]([CH3:1])[C:7]=1[O:8][CH2:9][CH2:10][CH2:11][S:12]([CH3:15])(=[O:14])=[O:13]. (3) Given the reactants [CH3:13][C:12]([O:11][C:9](O[C:9]([O:11][C:12]([CH3:15])([CH3:14])[CH3:13])=[O:10])=[O:10])([CH3:15])[CH3:14].[NH2:16][CH2:17][CH2:18][CH2:19][CH2:20][CH2:21][CH2:22][OH:23], predict the reaction product. The product is: [C:9]([NH:16][CH2:17][CH2:18][CH2:19][CH2:20][CH2:21][CH2:22][OH:23])([O:11][C:12]([CH3:13])([CH3:14])[CH3:15])=[O:10].